Dataset: Forward reaction prediction with 1.9M reactions from USPTO patents (1976-2016). Task: Predict the product of the given reaction. The product is: [C:14]([C:2]1[CH:3]=[C:4]([CH:9]=[C:10]([O:12][CH3:13])[N:11]=1)[C:5]([O:7][CH3:8])=[O:6])#[N:15]. Given the reactants Cl[C:2]1[CH:3]=[C:4]([CH:9]=[C:10]([O:12][CH3:13])[N:11]=1)[C:5]([O:7][CH3:8])=[O:6].[CH3:14][N:15](C=O)C, predict the reaction product.